Dataset: Catalyst prediction with 721,799 reactions and 888 catalyst types from USPTO. Task: Predict which catalyst facilitates the given reaction. Product: [ClH:42].[CH:24]([C:21]1[CH:20]=[CH:19][C:18]([CH:17]2[C:11]3([CH2:10][CH2:9][NH:8][CH2:13][CH2:12]3)[O:14][C:15]3[C:30]([CH3:31])=[C:29]([CH3:32])[C:28]([OH:33])=[C:27]([CH3:34])[C:16]2=3)=[CH:23][CH:22]=1)([CH3:26])[CH3:25]. The catalyst class is: 22. Reactant: C([N:8]1[CH2:13][CH2:12][C:11]2([CH:17]([C:18]3[CH:23]=[CH:22][C:21]([CH:24]([CH3:26])[CH3:25])=[CH:20][CH:19]=3)[C:16]3[C:27]([CH3:34])=[C:28]([OH:33])[C:29]([CH3:32])=[C:30]([CH3:31])[C:15]=3[O:14]2)[CH2:10][CH2:9]1)C1C=CC=CC=1.C(N(CC)CC)C.[Cl:42]C(OC(Cl)C)=O.